Dataset: Forward reaction prediction with 1.9M reactions from USPTO patents (1976-2016). Task: Predict the product of the given reaction. (1) Given the reactants [N:1]([C:4]1[CH:17]=[CH:16][C:7]([C:8]([NH:10][CH2:11][C:12]([F:15])([F:14])[F:13])=[O:9])=[CH:6][CH:5]=1)=[N+:2]=[N-:3].O=[C:19]([CH2:26][CH:27]=[CH2:28])[CH2:20][C:21]([O:23]CC)=[O:22].[O-]CC.[Na+], predict the reaction product. The product is: [CH:26](/[C:19]1[N:1]([C:4]2[CH:5]=[CH:6][C:7]([C:8]([NH:10][CH2:11][C:12]([F:14])([F:13])[F:15])=[O:9])=[CH:16][CH:17]=2)[N:2]=[N:3][C:20]=1[C:21]([OH:23])=[O:22])=[CH:27]\[CH3:28]. (2) Given the reactants [CH3:1][O:2][C:3]([C@@H:5]1[CH2:10][CH2:9][CH2:8][N:7]([C:11](=[O:29])[C@@H:12]([NH:14][C:15](=[O:28])[C@@H:16]([NH:20][C:21]([O:23]C(C)(C)C)=O)[CH:17]([CH3:19])[CH3:18])[CH3:13])[NH:6]1)=[O:4].[CH3:30][Si:31](OS(C(F)(F)F)(=O)=O)([CH3:33])[CH3:32].[CH:42](N(CC)C(C)C)(C)C.C(O[C@@H]([C:57]1[CH:66]=[CH:65][C:64]2[C:59](=[CH:60][C:61](/[CH:67]=[CH:68]/[C@:69]([CH3:81])([CH2:73][O:74][CH2:75]C[Si](C)(C)C)C(O)=O)=[CH:62][CH:63]=2)[N:58]=1)C)(=O)C.C[NH3+].F[P-](F)(F)(F)(F)F.N1(OC(N(C)C)=[N+](C)C)C2N=CC=CC=2N=N1.F[P-](F)(F)(F)(F)F.[C:115]([O:118][CH2:119][CH3:120])(=[O:117])[CH3:116], predict the reaction product. The product is: [CH3:1][O:2][C:3]([C@@H:5]1[CH2:10][CH2:9][CH2:8][N:7]([C:11](=[O:29])[C@@H:12]([NH:14][C:15](=[O:28])[C@@H:16]([NH:20][C:21](=[O:23])[C@@:69]([CH3:81])([CH2:73][O:74][CH2:75][CH2:30][Si:31]([CH3:33])([CH3:42])[CH3:32])/[CH:68]=[CH:67]/[C:61]2([C@H:119]([O:118][C:115](=[O:117])[CH3:116])[CH3:120])[CH:60]=[C:59]3[C:64]([CH:65]=[CH:66][CH:57]=[N:58]3)=[CH:63][CH2:62]2)[CH:17]([CH3:18])[CH3:19])[CH3:13])[NH:6]1)=[O:4].